Task: Predict the reactants needed to synthesize the given product.. Dataset: Full USPTO retrosynthesis dataset with 1.9M reactions from patents (1976-2016) (1) Given the product [CH3:15][C@H:6]1[C@@H:7]([CH3:14])[C:8]2[C:13](=[CH:12][CH:11]=[CH:10][CH:9]=2)[N:5]1[C:3](=[O:4])[CH2:2][N:27]1[CH2:26][CH2:25][N:24]([CH2:23][C:20]2[CH:21]=[CH:22][C:17]([Cl:16])=[CH:18][CH:19]=2)[CH2:29][CH2:28]1, predict the reactants needed to synthesize it. The reactants are: Cl[CH2:2][C:3]([N:5]1[C:13]2[C:8](=[CH:9][CH:10]=[CH:11][CH:12]=2)[C@H:7]([CH3:14])[C@@H:6]1[CH3:15])=[O:4].[Cl:16][C:17]1[CH:22]=[CH:21][C:20]([CH2:23][N:24]2[CH2:29][CH2:28][NH:27][CH2:26][CH2:25]2)=[CH:19][CH:18]=1.C1(N)C(F)=C(F)C(F)=C(N)C=1F.Cl.Cl. (2) Given the product [NH2:15][C:16]1[CH:23]=[CH:22][CH:21]=[CH:20][C:17]=1[CH2:18][NH:19][C:11](=[O:13])[C@@H:9]([N:8]([CH3:14])[C:1](=[O:2])[O:3][C:4]([CH3:5])([CH3:6])[CH3:7])[CH3:10], predict the reactants needed to synthesize it. The reactants are: [C:1]([N:8]([CH3:14])[C@H:9]([C:11]([OH:13])=O)[CH3:10])([O:3][C:4]([CH3:7])([CH3:6])[CH3:5])=[O:2].[NH2:15][C:16]1[CH:23]=[CH:22][CH:21]=[CH:20][C:17]=1[CH2:18][NH2:19].Cl.C(N=C=NCCCN(C)C)C.O.ON1C2C=CC=CC=2N=N1. (3) Given the product [O:32]=[C:26]1[CH:25]([N:18]2[CH2:17][C:16]3[C:20](=[CH:21][CH:22]=[CH:23][C:15]=3[CH2:14][NH:13][C:40](=[O:41])[CH2:39][C:33]3[CH:38]=[CH:37][CH:36]=[CH:35][CH:34]=3)[C:19]2=[O:24])[CH2:30][CH2:29][C:28](=[O:31])[NH:27]1, predict the reactants needed to synthesize it. The reactants are: N12CCCN=C1CCCCC2.Cl.[NH2:13][CH2:14][C:15]1[CH:23]=[CH:22][CH:21]=[C:20]2[C:16]=1[CH2:17][N:18]([CH:25]1[CH2:30][CH2:29][C:28](=[O:31])[NH:27][C:26]1=[O:32])[C:19]2=[O:24].[C:33]1([CH2:39][C:40](Cl)=[O:41])[CH:38]=[CH:37][CH:36]=[CH:35][CH:34]=1.